From a dataset of Reaction yield outcomes from USPTO patents with 853,638 reactions. Predict the reaction yield, written as a fraction of the theoretical maximum amount of product (1.0 means a 100% yield; for example, 0.34 means a 34% yield). (1) The reactants are C[O:2][C:3]([C:5]1[CH:10]=[CH:9][CH:8]=[C:7]([N+:11]([O-])=O)[C:6]=1[CH:14](C(OC)=O)[C:15]([O:17]C)=O)=[O:4]. The catalyst is Cl. The product is [C:3]([C:5]1[CH:10]=[CH:9][CH:8]=[C:7]2[C:6]=1[CH2:14][C:15](=[O:17])[NH:11]2)([OH:2])=[O:4]. The yield is 0.370. (2) The reactants are Br[C:2]1[CH:7]=[C:6]([CH3:8])[C:5]([CH3:9])=[CH:4][C:3]=1[N+:10]([O-:12])=[O:11].[NH2:13][CH2:14][CH2:15][O:16][CH2:17][CH2:18][CH2:19][C:20]([O:22][C:23]([CH3:26])([CH3:25])[CH3:24])=[O:21]. The product is [CH3:9][C:5]1[C:6]([CH3:8])=[CH:7][C:2]([NH:13][CH2:14][CH2:15][O:16][CH2:17][CH2:18][CH2:19][C:20]([O:22][C:23]([CH3:26])([CH3:25])[CH3:24])=[O:21])=[C:3]([N+:10]([O-:12])=[O:11])[CH:4]=1. The catalyst is CS(C)=O. The yield is 0.440. (3) The reactants are [CH2:1]([C:3]1[C:8](=[O:9])[N:7]2[N:10]=[CH:11][C:12]([C:13]3[CH:14]=[N:15][N:16]([C:18]4[CH:23]=[CH:22][CH:21]=[CH:20][N:19]=4)[CH:17]=3)=[C:6]2[NH:5][C:4]=1[C:24](O)=[O:25])[CH3:2]. The yield is 0.0900. The catalyst is C1COCC1. The product is [CH2:1]([C:3]1[C:8](=[O:9])[N:7]2[N:10]=[CH:11][C:12]([C:13]3[CH:14]=[N:15][N:16]([C:18]4[CH:23]=[CH:22][CH:21]=[CH:20][N:19]=4)[CH:17]=3)=[C:6]2[NH:5][C:4]=1[CH2:24][OH:25])[CH3:2]. (4) The reactants are [CH3:1][O:2][N:3]([CH3:26])[C:4]([C:6]1[CH:7]=[N:8][N:9]([CH2:17][C:18]2[CH:23]=[CH:22][C:21]([O:24][CH3:25])=[CH:20][CH:19]=2)[C:10]=1[NH:11][C@@H:12]([CH3:16])[CH2:13][O:14][CH3:15])=[O:5].[H-].[Na+].Br[CH2:30][CH:31]=[CH2:32].O. The catalyst is CN(C=O)C.C1COCC1. The product is [CH2:32]([N:11]([C@@H:12]([CH3:16])[CH2:13][O:14][CH3:15])[C:10]1[N:9]([CH2:17][C:18]2[CH:19]=[CH:20][C:21]([O:24][CH3:25])=[CH:22][CH:23]=2)[N:8]=[CH:7][C:6]=1[C:4]([N:3]([O:2][CH3:1])[CH3:26])=[O:5])[CH:31]=[CH2:30]. The yield is 0.690. (5) The reactants are [Cl:1][C:2]1[C:3]([O:12][C:13]2[CH:18]=[C:17]([O:19][CH2:20][C:21]([N:23]([CH2:26][CH3:27])[CH2:24][CH3:25])=[O:22])[CH:16]=[CH:15][C:14]=2[CH2:28][CH2:29][C:30](O)=[O:31])=[N:4][CH:5]=[C:6]([C:8]([F:11])([F:10])[F:9])[CH:7]=1.[CH2:33]([S:38]([NH2:41])(=[O:40])=[O:39])[CH2:34][CH2:35][CH2:36][CH3:37].N12CCCN=C1CCCCC2.Cl. The catalyst is O1CCCC1.C(OCC)(=O)C. The product is [Cl:1][C:2]1[C:3]([O:12][C:13]2[CH:18]=[C:17]([O:19][CH2:20][C:21]([N:23]([CH2:24][CH3:25])[CH2:26][CH3:27])=[O:22])[CH:16]=[CH:15][C:14]=2[CH2:28][CH2:29][C:30]([NH:41][S:38]([CH2:33][CH2:34][CH2:35][CH2:36][CH3:37])(=[O:40])=[O:39])=[O:31])=[N:4][CH:5]=[C:6]([C:8]([F:11])([F:10])[F:9])[CH:7]=1. The yield is 0.690. (6) The reactants are [C:1]([O:5][C:6]([N:8]1[C:17]2[C:12](=[CH:13][CH:14]=[C:15]([CH2:18][C:19](OCC)=[O:20])[N:16]=2)[CH2:11][CH2:10][CH2:9]1)=[O:7])([CH3:4])([CH3:3])[CH3:2].[BH4-].[Li+].[Cl-].[NH4+]. The catalyst is O1CCCC1. The product is [C:1]([O:5][C:6]([N:8]1[C:17]2[C:12](=[CH:13][CH:14]=[C:15]([CH2:18][CH2:19][OH:20])[N:16]=2)[CH2:11][CH2:10][CH2:9]1)=[O:7])([CH3:4])([CH3:3])[CH3:2]. The yield is 0.490. (7) The reactants are [CH3:1][C:2]1[C:10]2[C:9](=[O:11])[C:8]([C:12]([O:14]CC)=[O:13])=[CH:7][NH:6][C:5]=2[S:4][N:3]=1. The catalyst is [OH-].[Na+]. The product is [CH3:1][C:2]1[C:10]2[C:9](=[O:11])[C:8]([C:12]([OH:14])=[O:13])=[CH:7][NH:6][C:5]=2[S:4][N:3]=1. The yield is 0.790. (8) The reactants are C=O.[CH3:3][O:4][C:5]1[CH:14]=[C:13]2[C:8]([N:9]=[CH:10][C:11]([O:15][CH2:16][CH2:17][N:18]3[CH2:23][CH2:22][CH:21]([NH:24][CH2:25][C:26]4[CH:27]=[CH:28][C:29]5[S:34][CH2:33][C:32](=[O:35])[NH:31][C:30]=5[CH:36]=4)[CH2:20][CH2:19]3)=[N:12]2)=[CH:7][CH:6]=1.[C:37](O)(=O)C.C([BH3-])#N.[Na+]. The catalyst is ClCCCl.CO. The product is [CH3:3][O:4][C:5]1[CH:14]=[C:13]2[C:8]([N:9]=[CH:10][C:11]([O:15][CH2:16][CH2:17][N:18]3[CH2:23][CH2:22][CH:21]([N:24]([CH2:25][C:26]4[CH:27]=[CH:28][C:29]5[S:34][CH2:33][C:32](=[O:35])[NH:31][C:30]=5[CH:36]=4)[CH3:37])[CH2:20][CH2:19]3)=[N:12]2)=[CH:7][CH:6]=1. The yield is 0.210. (9) The reactants are [F:1][C:2]1[CH:3]=[C:4]([CH:7]=[CH:8][C:9]=1F)[CH:5]=[O:6].[CH3:11][S-:12].[Na+].Cl. The catalyst is CN(C=O)C. The product is [F:1][C:2]1[CH:3]=[C:4]([CH:7]=[CH:8][C:9]=1[S:12][CH3:11])[CH:5]=[O:6]. The yield is 0.610.